The task is: Predict the reaction yield, written as a fraction of the theoretical maximum amount of product (1.0 means a 100% yield; for example, 0.34 means a 34% yield).. This data is from Reaction yield outcomes from USPTO patents with 853,638 reactions. (1) The reactants are [CH2:1]([O:3][C:4](=[O:8])[C@H:5]([CH3:7])[NH2:6])[CH3:2].ClCCl.Cl[CH2:13]/[CH:14]=[CH:15]\[CH2:16]Cl.CCCCCC. The catalyst is CCCCCC.C(OCC)(=O)C. The product is [N:6]1([C@@H:5]([CH3:7])[C:4]([O:3][CH2:1][CH3:2])=[O:8])[CH2:16][CH:15]=[CH:14][CH2:13]1. The yield is 0.520. (2) The reactants are C([O:8][CH2:9][CH2:10][N:11]([CH3:23])[CH:12]1[CH2:15][N:14]([C:16]([O:18][C:19]([CH3:22])([CH3:21])[CH3:20])=[O:17])[CH2:13]1)C1C=CC=CC=1. The catalyst is CO.[Pd]. The product is [OH:8][CH2:9][CH2:10][N:11]([CH3:23])[CH:12]1[CH2:15][N:14]([C:16]([O:18][C:19]([CH3:21])([CH3:20])[CH3:22])=[O:17])[CH2:13]1. The yield is 0.630. (3) The reactants are [CH3:1][N:2]1[C@@H:19]2[CH2:20][C:7]3[CH:8]=[CH:9][C:10]([O:22][CH3:23])=[C:11]4[O:12][C@H:13]5[C:14]([CH2:16][CH2:17][C@:18]2([OH:21])[C@:5]5([C:6]=34)[CH2:4][CH2:3]1)=[O:15].C(O)C.[ClH:27]. The catalyst is O. The product is [CH3:1][N:2]1[C@@H:19]2[CH2:20][C:7]3[CH:8]=[CH:9][C:10]([O:22][CH3:23])=[C:11]4[O:12][C@H:13]5[C:14]([CH2:16][CH2:17][C@:18]2([OH:21])[C@:5]5([C:6]=34)[CH2:4][CH2:3]1)=[O:15].[ClH:27]. The yield is 0.914.